This data is from Full USPTO retrosynthesis dataset with 1.9M reactions from patents (1976-2016). The task is: Predict the reactants needed to synthesize the given product. (1) Given the product [OH:33][CH2:32][CH2:31][C:28]1[CH:29]=[CH:30][C:25]([NH:24][C:2]2[CH:7]=[C:6]([N:8]3[CH2:13][CH2:12][N:11]([C:14]([O:16][C:17]([CH3:20])([CH3:19])[CH3:18])=[O:15])[CH2:10][CH2:9]3)[N:5]=[C:4]3[CH2:21][CH2:22][CH2:23][C:3]=23)=[CH:26][CH:27]=1, predict the reactants needed to synthesize it. The reactants are: Cl[C:2]1[CH:7]=[C:6]([N:8]2[CH2:13][CH2:12][N:11]([C:14]([O:16][C:17]([CH3:20])([CH3:19])[CH3:18])=[O:15])[CH2:10][CH2:9]2)[N:5]=[C:4]2[CH2:21][CH2:22][CH2:23][C:3]=12.[NH2:24][C:25]1[CH:30]=[CH:29][C:28]([CH2:31][CH2:32][OH:33])=[CH:27][CH:26]=1. (2) The reactants are: [CH2:1]([O:3][C:4]([C:6]1[CH:7]=[N:8][C:9]2[C:14]([C:15]=1[Cl:16])=[CH:13][CH:12]=C[C:10]=2[O:17][CH3:18])=[O:5])[CH3:2].S(Cl)(Cl)(=O)=O.[Cl-:24].[CH:25]([Cl:28])(Cl)Cl. Given the product [CH2:1]([O:3][C:4]([C:6]1[CH:7]=[N:8][C:9]2[C:14]([C:15]=1[Cl:16])=[C:13]([Cl:24])[CH:12]=[C:25]([Cl:28])[C:10]=2[O:17][CH3:18])=[O:5])[CH3:2], predict the reactants needed to synthesize it. (3) Given the product [C:14]([C:2]1[CH:11]=[CH:10][C:5]([C:6]([O:8][CH3:9])=[O:7])=[C:4]([CH3:12])[CH:3]=1)#[N:15], predict the reactants needed to synthesize it. The reactants are: Br[C:2]1[CH:11]=[CH:10][C:5]([C:6]([O:8][CH3:9])=[O:7])=[C:4]([CH3:12])[CH:3]=1.[Cu][C:14]#[N:15].O.